From a dataset of Reaction yield outcomes from USPTO patents with 853,638 reactions. Predict the reaction yield, written as a fraction of the theoretical maximum amount of product (1.0 means a 100% yield; for example, 0.34 means a 34% yield). (1) The reactants are [O:1]1[C:6]2=[CH:7][C:8]3[C:9](=[O:15])[C:10](=[O:14])[NH:11][C:12]=3[CH:13]=[C:5]2[O:4][CH2:3][CH2:2]1.[H-].[Na+].Br[CH:19]([C:26]1[CH:31]=[CH:30][CH:29]=[CH:28][CH:27]=1)[C:20]1[CH:25]=[CH:24][CH:23]=[CH:22][CH:21]=1. The catalyst is CN(C)C=O.O.C(OCC)(=O)C. The product is [C:20]1([CH:19]([C:26]2[CH:27]=[CH:28][CH:29]=[CH:30][CH:31]=2)[N:11]2[C:12]3[CH:13]=[C:5]4[O:4][CH2:3][CH2:2][O:1][C:6]4=[CH:7][C:8]=3[C:9](=[O:15])[C:10]2=[O:14])[CH:25]=[CH:24][CH:23]=[CH:22][CH:21]=1. The yield is 0.220. (2) The reactants are [Br:1][C:2]1[CH:3]=[CH:4][CH:5]=[C:6]2[C:10]=1[NH:9][C:8](=[O:11])[C:7]2(O)[C:12]1[C:20]([OH:21])=[CH:19][C:15]2[O:16][CH2:17][O:18][C:14]=2[CH:13]=1.C([SiH](CC)CC)C. The catalyst is FC(F)(F)C(O)=O. The product is [Br:1][C:2]1[CH:3]=[CH:4][CH:5]=[C:6]2[C:10]=1[NH:9][C:8](=[O:11])[CH:7]2[C:12]1[C:20]([OH:21])=[CH:19][C:15]2[O:16][CH2:17][O:18][C:14]=2[CH:13]=1. The yield is 0.930.